From a dataset of Forward reaction prediction with 1.9M reactions from USPTO patents (1976-2016). Predict the product of the given reaction. (1) Given the reactants Br[CH2:2][C:3]1[O:7][C:6]([C:8]([CH:16]2[CH2:21][CH2:20][CH2:19][CH2:18][CH2:17]2)([C:10]2[CH:15]=[CH:14][CH:13]=[CH:12][CH:11]=2)[OH:9])=[N:5][CH:4]=1.[CH3:22][NH:23][CH3:24], predict the reaction product. The product is: [CH:16]1([C:8]([C:6]2[O:7][C:3]([CH2:2][N:23]([CH3:24])[CH3:22])=[CH:4][N:5]=2)([C:10]2[CH:15]=[CH:14][CH:13]=[CH:12][CH:11]=2)[OH:9])[CH2:21][CH2:20][CH2:19][CH2:18][CH2:17]1. (2) Given the reactants C(=O)([O-])[O-].[K+].[K+].Cl.Cl.Cl.Cl.[N:11]1([CH2:18][CH2:19][CH2:20][N:21]2[CH2:27][CH2:26][CH2:25][NH:24][CH2:23][CH2:22]2)[CH2:17][CH2:16][CH2:15][NH:14][CH2:13][CH2:12]1, predict the reaction product. The product is: [N:11]1([CH2:18][CH2:19][CH2:20][N:21]2[CH2:27][CH2:26][CH2:25][NH:24][CH2:23][CH2:22]2)[CH2:17][CH2:16][CH2:15][NH:14][CH2:13][CH2:12]1. (3) Given the reactants [NH2:1][C:2]1[CH:20]=[CH:19][C:5]2[CH2:6][CH2:7][N:8]([C:11]([CH:13]3[CH2:18][O:17][CH2:16][CH2:15][O:14]3)=[O:12])[CH2:9][CH2:10][C:4]=2[CH:3]=1.O1CCOCC1C=O.Cl[C:30]1[N:35]=[C:34]([NH:36][C:37]2[CH:42]=[CH:41][CH:40]=[CH:39][C:38]=2[S:43]([N:46]([CH3:48])[CH3:47])(=[O:45])=[O:44])[C:33]([Cl:49])=[CH:32][N:31]=1, predict the reaction product. The product is: [Cl:49][C:33]1[C:34]([NH:36][C:37]2[CH:42]=[CH:41][CH:40]=[CH:39][C:38]=2[S:43]([N:46]([CH3:48])[CH3:47])(=[O:45])=[O:44])=[N:35][C:30]([NH:1][C:2]2[CH:20]=[CH:19][C:5]3[CH2:6][CH2:7][N:8]([C:11]([CH:13]4[CH2:18][O:17][CH2:16][CH2:15][O:14]4)=[O:12])[CH2:9][CH2:10][C:4]=3[CH:3]=2)=[N:31][CH:32]=1. (4) Given the reactants OS(C(F)(F)F)(=O)=O.[C:9]([O-:12])(=O)[CH3:10].[Tl+].[Br:14][C:15]1[CH:22]=[CH:21][C:18]([CH:19]=O)=[CH:17][CH:16]=1.[C:23](#[N:25])C, predict the reaction product. The product is: [Br:14][C:15]1[CH:22]=[CH:21][C:18]([C:19]2[O:12][C:9]([CH3:10])=[N:25][CH:23]=2)=[CH:17][CH:16]=1. (5) Given the reactants [NH2:1][C:2]1[CH:31]=[CH:30][C:5]([CH2:6][C:7]2[NH:15][C:14]3[C:13](=[O:16])[N:12]([CH2:17][C:18]4[CH:23]=[CH:22][CH:21]=[CH:20][C:19]=4[F:24])[C:11](=[O:25])[N:10]([CH2:26][CH2:27][CH2:28][CH3:29])[C:9]=3[N:8]=2)=[CH:4][CH:3]=1.[Cl:32][C:33]1[C:34]([CH3:43])=[C:35]([S:39](Cl)(=[O:41])=[O:40])[CH:36]=[CH:37][CH:38]=1, predict the reaction product. The product is: [CH2:26]([N:10]1[C:9]2[N:8]=[C:7]([CH2:6][C:5]3[CH:4]=[CH:3][C:2]([NH:1][S:39]([C:35]4[CH:36]=[CH:37][CH:38]=[C:33]([Cl:32])[C:34]=4[CH3:43])(=[O:40])=[O:41])=[CH:31][CH:30]=3)[NH:15][C:14]=2[C:13](=[O:16])[N:12]([CH2:17][C:18]2[CH:23]=[CH:22][CH:21]=[CH:20][C:19]=2[F:24])[C:11]1=[O:25])[CH2:27][CH2:28][CH3:29]. (6) Given the reactants [CH3:1][NH2:2].C[O:4][C:5]([C@@H:7]1[O:11][C:10](=[O:12])[N:9]([C:13]2[CH:14]=[C:15]3[C:19](=[CH:20][CH:21]=2)[N:18]([CH:22]2[CH2:25][CH2:24][CH2:23]2)[C:17](=[O:26])[CH2:16]3)[CH2:8]1)=O, predict the reaction product. The product is: [CH3:1][NH:2][C:5]([C@@H:7]1[O:11][C:10](=[O:12])[N:9]([C:13]2[CH:14]=[C:15]3[C:19](=[CH:20][CH:21]=2)[N:18]([CH:22]2[CH2:23][CH2:24][CH2:25]2)[C:17](=[O:26])[CH2:16]3)[CH2:8]1)=[O:4]. (7) Given the reactants [N:1]([Sn](CCCC)(CCCC)CCCC)=[N+:2]=[N-:3].[CH2:17]([O:19][C:20](=[O:50])[C@@H:21]([O:48][CH3:49])[CH2:22][C:23]1[CH:28]=[CH:27][C:26]([O:29][CH2:30][CH2:31][CH2:32][O:33][C:34]2[CH:39]=[CH:38][C:37]([C:40]3[CH:45]=[CH:44][C:43]([C:46]#[N:47])=[CH:42][CH:41]=3)=[CH:36][CH:35]=2)=[CH:25][CH:24]=1)[CH3:18].Cl.O, predict the reaction product. The product is: [CH2:17]([O:19][C:20](=[O:50])[C@@H:21]([O:48][CH3:49])[CH2:22][C:23]1[CH:24]=[CH:25][C:26]([O:29][CH2:30][CH2:31][CH2:32][O:33][C:34]2[CH:39]=[CH:38][C:37]([C:40]3[CH:45]=[CH:44][C:43]([C:46]4[NH:3][N:2]=[N:1][N:47]=4)=[CH:42][CH:41]=3)=[CH:36][CH:35]=2)=[CH:27][CH:28]=1)[CH3:18]. (8) Given the reactants [F:1][C:2]1[CH:7]=[C:6]([I:8])[CH:5]=[CH:4][C:3]=1[O:9][C:10]1[CH:20]=[CH:19][C:13]2[CH2:14][CH2:15][NH:16][CH2:17][CH2:18][C:12]=2[CH:11]=1.[C:21]1(=O)[CH2:24][CH2:23][CH2:22]1.C(O[BH-](OC(=O)C)OC(=O)C)(=O)C.[Na+].[OH-].[Na+], predict the reaction product. The product is: [CH:21]1([N:16]2[CH2:15][CH2:14][C:13]3[CH:19]=[CH:20][C:10]([O:9][C:3]4[CH:4]=[CH:5][C:6]([I:8])=[CH:7][C:2]=4[F:1])=[CH:11][C:12]=3[CH2:18][CH2:17]2)[CH2:24][CH2:23][CH2:22]1. (9) Given the reactants Cl[C:2]1[N:11]=[C:10]([O:12][C:13]2[CH:22]=[CH:21][C:16]([C:17]([O:19][CH3:20])=[O:18])=[CH:15][CH:14]=2)[C:9]2[C:4](=[N:5][CH:6]=[CH:7][N:8]=2)[CH:3]=1.CC1(C)C(C)(C)OB([C:31]2[CH:36]=[CH:35][C:34]([N:37]3[CH2:42][CH2:41][O:40][CH2:39][CH2:38]3)=[CH:33][CH:32]=2)O1.C([O-])([O-])=O.[Cs+].[Cs+], predict the reaction product. The product is: [O:40]1[CH2:41][CH2:42][N:37]([C:34]2[CH:35]=[CH:36][C:31]([C:2]3[N:11]=[C:10]([O:12][C:13]4[CH:22]=[CH:21][C:16]([C:17]([O:19][CH3:20])=[O:18])=[CH:15][CH:14]=4)[C:9]4[C:4](=[N:5][CH:6]=[CH:7][N:8]=4)[CH:3]=3)=[CH:32][CH:33]=2)[CH2:38][CH2:39]1.